From a dataset of Full USPTO retrosynthesis dataset with 1.9M reactions from patents (1976-2016). Predict the reactants needed to synthesize the given product. (1) Given the product [CH3:1][C:2]1[CH:24]=[CH:23][CH:22]=[C:21]([CH3:25])[C:3]=1[CH2:4][O:5][C:6]1[CH:7]=[C:8]([CH:12]([Br:27])[CH2:13][CH2:14][C:15]([O:17][CH2:18][CH3:19])=[O:16])[CH:9]=[CH:10][CH:11]=1, predict the reactants needed to synthesize it. The reactants are: [CH3:1][C:2]1[CH:24]=[CH:23][CH:22]=[C:21]([CH3:25])[C:3]=1[CH2:4][O:5][C:6]1[CH:7]=[C:8]([CH:12](O)[CH2:13][CH2:14][C:15]([O:17][CH2:18][CH3:19])=[O:16])[CH:9]=[CH:10][CH:11]=1.P(Br)(Br)[Br:27]. (2) Given the product [OH:6][C@H:7]([CH3:24])[CH2:8][CH2:9][CH2:10][CH2:11][N:12]1[C:21](=[O:22])[C:20]2[N:19]([CH3:23])[CH:18]=[N:17][C:16]=2[NH:15][C:13]1=[O:14], predict the reactants needed to synthesize it. The reactants are: [OH-].[K+].C([O:6][C@H:7]([CH3:24])[CH2:8][CH2:9][CH2:10][CH2:11][N:12]1[C:21](=[O:22])[C:20]2[N:19]([CH3:23])[CH:18]=[N:17][C:16]=2[NH:15][C:13]1=[O:14])(=O)C.Cl. (3) Given the product [F:15][C:12]1[CH:13]=[CH:14][C:8]2[N:7]([C:16]3[CH:21]=[CH:20][CH:19]=[CH:18][C:17]=3[F:22])[S:6](=[O:24])(=[O:23])[N:5]([CH2:4][CH2:3][CH2:2][NH:28][CH:25]3[CH2:27][CH2:26]3)[CH2:10][C:9]=2[CH:11]=1, predict the reactants needed to synthesize it. The reactants are: Br[CH2:2][CH2:3][CH2:4][N:5]1[CH2:10][C:9]2[CH:11]=[C:12]([F:15])[CH:13]=[CH:14][C:8]=2[N:7]([C:16]2[CH:21]=[CH:20][CH:19]=[CH:18][C:17]=2[F:22])[S:6]1(=[O:24])=[O:23].[CH:25]1([NH2:28])[CH2:27][CH2:26]1.Cl. (4) Given the product [CH:24]([NH:27][C:13](=[O:15])[C:12]1[CH:16]=[CH:17][C:9]([O:8][CH2:7][C:6]2[N:2]([CH3:1])[N:3]=[N:4][C:5]=2[C:18]2[CH:23]=[CH:22][CH:21]=[CH:20][N:19]=2)=[N:10][CH:11]=1)([CH3:26])[CH3:25], predict the reactants needed to synthesize it. The reactants are: [CH3:1][N:2]1[C:6]([CH2:7][O:8][C:9]2[CH:17]=[CH:16][C:12]([C:13]([OH:15])=O)=[CH:11][N:10]=2)=[C:5]([C:18]2[CH:23]=[CH:22][CH:21]=[CH:20][N:19]=2)[N:4]=[N:3]1.[CH:24]([NH2:27])([CH3:26])[CH3:25].